Dataset: Forward reaction prediction with 1.9M reactions from USPTO patents (1976-2016). Task: Predict the product of the given reaction. (1) Given the reactants [CH3:1][C:2]1[CH:18]=[C:5]2[C:6]([C@@H:10]3[CH2:12][C@H:11]3[C:13](OCC)=[O:14])=[CH:7][CH:8]=[CH:9][N:4]2[N:3]=1.[H-].[Al+3].[Li+].[H-].[H-].[H-].C(OCC)(=O)C.[OH-].[Na+], predict the reaction product. The product is: [CH3:1][C:2]1[CH:18]=[C:5]2[C:6]([C@@H:10]3[CH2:12][C@H:11]3[CH2:13][OH:14])=[CH:7][CH:8]=[CH:9][N:4]2[N:3]=1. (2) Given the reactants FC(F)(F)S(O[C:7]1[CH:12]=[CH:11][C:10]([CH2:13][CH2:14][C:15]#[N:16])=[CH:9][C:8]=1[CH2:17][CH:18]([CH3:20])[CH3:19])(=O)=O.[CH2:23]([C:27]1[CH:28]=[C:29](B2OC(C)(C)C(C)(C)O2)[CH:30]=[CH:31][C:32]=1[O:33][CH3:34])[CH:24]([CH3:26])[CH3:25].C([O-])([O-])=O.[Na+].[Na+].C(Cl)Cl, predict the reaction product. The product is: [CH2:17]([C:8]1[CH:9]=[C:10]([CH2:13][CH2:14][C:15]#[N:16])[CH:11]=[CH:12][C:7]=1[C:29]1[CH:30]=[CH:31][C:32]([O:33][CH3:34])=[C:27]([CH2:23][CH:24]([CH3:26])[CH3:25])[CH:28]=1)[CH:18]([CH3:20])[CH3:19]. (3) Given the reactants [Cl-].[Al+3].[Cl-].[Cl-].NC(N)=S.C[O:10][C:11]1[CH:20]=[CH:19][C:18]2[C:13](=[CH:14][CH:15]=[CH:16][CH:17]=2)[CH:12]=1.Cl, predict the reaction product. The product is: [OH:10][C:11]1[CH:20]=[CH:19][C:18]2[C:13](=[CH:14][CH:15]=[CH:16][CH:17]=2)[CH:12]=1. (4) The product is: [ClH:1].[Cl:1][C:2]1[CH:30]=[CH:29][C:5]([CH2:6][CH2:7][N:8]2[CH2:13][CH2:12][N:11]([C:14]3[CH:19]=[CH:18][C:17]4[C:20]5[CH2:21][NH:22][CH2:23][CH2:24][CH2:25][C:26]=5[O:27][C:16]=4[CH:15]=3)[C:10](=[O:28])[CH2:9]2)=[CH:4][CH:3]=1. Given the reactants [Cl:1][C:2]1[CH:30]=[CH:29][C:5]([CH2:6][CH2:7][N:8]2[CH2:13][CH2:12][N:11]([C:14]3[CH:19]=[CH:18][C:17]4[C:20]5[CH2:21][NH:22][CH2:23][CH2:24][CH2:25][C:26]=5[O:27][C:16]=4[CH:15]=3)[C:10](=[O:28])[CH2:9]2)=[CH:4][CH:3]=1.Cl.CCOCC, predict the reaction product. (5) Given the reactants [NH2:1][C:2]1[C:7]([C:8]([OH:10])=[O:9])=[C:6]([CH3:11])[C:5]([F:12])=[CH:4][CH:3]=1.N[C:14]1C=C(C)C(F)=CC=1C(O)=O.C(OCC)(=O)C.C[Si](C=[N+]=[N-])(C)C, predict the reaction product. The product is: [CH3:14][O:9][C:8](=[O:10])[C:7]1[C:2]([NH2:1])=[CH:3][CH:4]=[C:5]([F:12])[C:6]=1[CH3:11]. (6) Given the reactants [NH2:1][C:2]1[N:7]=[CH:6][N:5]=[C:4]2[N:8]([CH:12]([C:14]3[O:15][C:16]4[C:21]([C:22](=[O:30])[C:23]=3[C:24]3[CH:29]=[CH:28][CH:27]=[CH:26][CH:25]=3)=[CH:20][CH:19]=[CH:18][CH:17]=4)[CH3:13])[N:9]=[C:10](I)[C:3]=12.C([N:38]1[CH:42]=[C:41](B2OC(C)(C)C(C)(C)O2)[CH:40]=[N:39]1)(OC(C)(C)C)=O.C(=O)([O-])[O-].[Na+].[Na+].ClCCl, predict the reaction product. The product is: [NH2:1][C:2]1[N:7]=[CH:6][N:5]=[C:4]2[N:8]([CH:12]([C:14]3[O:15][C:16]4[C:21]([C:22](=[O:30])[C:23]=3[C:24]3[CH:29]=[CH:28][CH:27]=[CH:26][CH:25]=3)=[CH:20][CH:19]=[CH:18][CH:17]=4)[CH3:13])[N:9]=[C:10]([C:41]3[CH:42]=[N:38][NH:39][CH:40]=3)[C:3]=12. (7) Given the reactants F[C:2]1[C:7]([F:8])=[CH:6][C:5]([C:9]2[CH:10]=[N:11][N:12]([CH3:14])[CH:13]=2)=[CH:4][N:3]=1.O.[NH2:16][NH2:17], predict the reaction product. The product is: [F:8][C:7]1[C:2]([NH:16][NH2:17])=[N:3][CH:4]=[C:5]([C:9]2[CH:10]=[N:11][N:12]([CH3:14])[CH:13]=2)[CH:6]=1.